Dataset: Reaction yield outcomes from USPTO patents with 853,638 reactions. Task: Predict the reaction yield, written as a fraction of the theoretical maximum amount of product (1.0 means a 100% yield; for example, 0.34 means a 34% yield). (1) The reactants are C[O:2][CH2:3][C:4]1[N:39]=[C:7]2[N:8]([CH:35]([CH3:38])[CH2:36][CH3:37])[C:9](=[O:34])[C:10]([CH2:15][C:16]3[CH:21]=[CH:20][C:19]([C:22]4[CH:27]=[CH:26][CH:25]=[CH:24][C:23]=4[C:28]4[NH:32][C:31](=[O:33])[O:30][N:29]=4)=[CH:18][CH:17]=3)=[C:11]([CH2:12][CH2:13][CH3:14])[N:6]2[N:5]=1.B(Br)(Br)Br.C(=O)([O-])O.[Na+].Cl. The catalyst is ClCCl. The product is [OH:2][CH2:3][C:4]1[N:39]=[C:7]2[N:8]([CH:35]([CH3:38])[CH2:36][CH3:37])[C:9](=[O:34])[C:10]([CH2:15][C:16]3[CH:17]=[CH:18][C:19]([C:22]4[CH:27]=[CH:26][CH:25]=[CH:24][C:23]=4[C:28]4[NH:32][C:31](=[O:33])[O:30][N:29]=4)=[CH:20][CH:21]=3)=[C:11]([CH2:12][CH2:13][CH3:14])[N:6]2[N:5]=1. The yield is 0.290. (2) The reactants are [Cl:1][C:2]1[CH:3]=[C:4]([N+:9]([O-])=O)[C:5]([NH2:8])=[N:6][CH:7]=1.[Cl:12][Sn]Cl.[OH-].[Na+]. The catalyst is Cl. The product is [Cl:1][C:2]1[CH:3]=[C:4]([NH2:9])[C:5]([NH2:8])=[N:6][C:7]=1[Cl:12]. The yield is 0.490. (3) The product is [CH:1]1([CH2:6][C@H:7]([C:11]2[CH:16]=[CH:15][CH:14]=[C:13]([S:17]([CH3:20])(=[O:19])=[O:18])[CH:12]=2)[C:8]([NH:36][C:37]2[CH:41]=[CH:40][N:39]([CH2:42][C:43]([OH:45])([CH3:44])[CH3:46])[N:38]=2)=[O:10])[CH2:2][CH2:3][CH2:4][CH2:5]1. The yield is 0.320. The catalyst is C1C=CC=CC=1.CN(C=O)C.C(Cl)Cl. The reactants are [CH:1]1([CH2:6][C@H:7]([C:11]2[CH:16]=[CH:15][CH:14]=[C:13]([S:17]([CH3:20])(=[O:19])=[O:18])[CH:12]=2)[C:8]([OH:10])=O)[CH2:5][CH2:4][CH2:3][CH2:2]1.C(Cl)(=O)C(Cl)=O.CCN(C(C)C)C(C)C.[NH2:36][C:37]1[CH:41]=[CH:40][N:39]([CH2:42][C:43]([CH3:46])([OH:45])[CH3:44])[N:38]=1.